From a dataset of Catalyst prediction with 721,799 reactions and 888 catalyst types from USPTO. Predict which catalyst facilitates the given reaction. (1) Reactant: [OH:1][C:2]1[CH:6]=[C:5]([C:7]([O:9][CH3:10])=[O:8])[N:4]([CH3:11])[N:3]=1.IC.[C:14](=O)([O-])[O-].[K+].[K+].CN(C)C=O. Product: [CH3:14][O:1][C:2]1[CH:6]=[C:5]([C:7]([O:9][CH3:10])=[O:8])[N:4]([CH3:11])[N:3]=1. The catalyst class is: 6. (2) Reactant: O.O.[Sn](Cl)(Cl)(Cl)Cl.[F:8][C:9]1[C:19]([N+:20]([O-])=O)=[CH:18][CH:17]=[C:16]([F:23])[C:10]=1[C:11]([O:13][CH2:14][CH3:15])=[O:12].C(=O)([O-])O.[Na+]. Product: [NH2:20][C:19]1[C:9]([F:8])=[C:10]([C:16]([F:23])=[CH:17][CH:18]=1)[C:11]([O:13][CH2:14][CH3:15])=[O:12]. The catalyst class is: 162. (3) Reactant: [OH2:1].[CH2:2]([N:9]1[C:16](=[O:17])[CH:15]([C:18]2[CH:23]=[CH:22][CH:21]=[CH:20][CH:19]=2)[C:13](=[O:14])[NH:12][C:10]1=[O:11])[C:3]1[CH:8]=[CH:7][CH:6]=[CH:5][CH:4]=1. Product: [CH2:2]([N:9]1[C:16](=[O:17])[CH:15]([C:18]2[CH:23]=[CH:22][CH:21]=[CH:20][CH:19]=2)[C:13](=[O:14])[NH:12][C:10]1=[O:11])[C:3]1[CH:4]=[CH:5][CH:6]=[CH:7][CH:8]=1.[CH3:18][C:15]([CH3:16])=[O:1]. The catalyst class is: 21. (4) The catalyst class is: 3. Product: [C:1]([C:3]1[CH:15]=[C:14]2[C:6]([C:7]3[C:8](=[O:27])[C:9]4[CH:21]=[CH:20][C:19]([O:22][CH2:23][C:24]([NH:32][CH2:31][CH2:30][C:29]#[N:28])=[O:26])=[CH:18][C:10]=4[C:11]([CH3:17])([CH3:16])[C:12]=3[NH:13]2)=[CH:5][CH:4]=1)#[N:2]. Reactant: [C:1]([C:3]1[CH:15]=[C:14]2[C:6]([C:7]3[C:8](=[O:27])[C:9]4[CH:21]=[CH:20][C:19]([O:22][CH2:23][C:24]([OH:26])=O)=[CH:18][C:10]=4[C:11]([CH3:17])([CH3:16])[C:12]=3[NH:13]2)=[CH:5][CH:4]=1)#[N:2].[NH2:28][CH2:29][CH2:30][C:31]#[N:32].C1C=CC2N(O)N=NC=2C=1.C(Cl)CCl. (5) Product: [Cl:1][C:2]1[CH:3]=[CH:4][C:5]([NH2:13])=[C:6]([C:8]2[NH:12][N:11]=[CH:10][CH:9]=2)[CH:7]=1. Reactant: [Cl:1][C:2]1[CH:3]=[CH:4][C:5]([N+:13]([O-])=O)=[C:6]([C:8]2[NH:12][N:11]=[CH:10][CH:9]=2)[CH:7]=1.[O-]S(S([O-])=O)=O.[Na+].[Na+].CO. The catalyst class is: 6. (6) Reactant: [F:1][C:2]1[CH:7]=[CH:6][C:5]([N:8]2[C:16]3[C:11](=[CH:12][C:13]([O:17][CH:18]([C:23]4[CH:28]=[CH:27][CH:26]=[CH:25][CH:24]=4)[C:19]([O:21]C)=[O:20])=[CH:14][CH:15]=3)[CH:10]=[N:9]2)=[CH:4][CH:3]=1.C[Si](C)(C)[C:31]([F:34])([F:33])[F:32].[F-].[Cs+].CCCC[N+](CCCC)(CCCC)CCCC.[F-]. Product: [F:32][C:31]([F:34])([F:33])[C:19]([OH:20])([OH:21])[CH:18]([O:17][C:13]1[CH:12]=[C:11]2[C:16](=[CH:15][CH:14]=1)[N:8]([C:5]1[CH:4]=[CH:3][C:2]([F:1])=[CH:7][CH:6]=1)[N:9]=[CH:10]2)[C:23]1[CH:28]=[CH:27][CH:26]=[CH:25][CH:24]=1. The catalyst class is: 20. (7) Reactant: [F:1][C:2]1[CH:7]=[CH:6][CH:5]=[CH:4][C:3]=1[CH2:8][O:9][C:10]1[CH:15]=[CH:14][C:13]([C@@H:16]2[N:20]([C:21]([O:23][CH2:24][C:25]3[CH:30]=[CH:29][CH:28]=[CH:27][CH:26]=3)=[O:22])[C@:19]([CH2:34][O:35][CH3:36])([C:31](O)=[O:32])[CH2:18][CH2:17]2)=[CH:12][CH:11]=1.C[CH2:38][N:39](C(C)C)C(C)C.CN(C(ON1N=NC2C=CC=CC1=2)=[N+](C)C)C.[B-](F)(F)(F)F.CN.C1COCC1. Product: [F:1][C:2]1[CH:7]=[CH:6][CH:5]=[CH:4][C:3]=1[CH2:8][O:9][C:10]1[CH:15]=[CH:14][C:13]([C@@H:16]2[N:20]([C:21]([O:23][CH2:24][C:25]3[CH:30]=[CH:29][CH:28]=[CH:27][CH:26]=3)=[O:22])[C@@:19]([C:31]([NH:39][CH3:38])=[O:32])([CH2:34][O:35][CH3:36])[CH2:18][CH2:17]2)=[CH:12][CH:11]=1. The catalyst class is: 3.